This data is from Reaction yield outcomes from USPTO patents with 853,638 reactions. The task is: Predict the reaction yield, written as a fraction of the theoretical maximum amount of product (1.0 means a 100% yield; for example, 0.34 means a 34% yield). (1) The reactants are [N:1]1[CH:6]=[CH:5][CH:4]=[C:3]([C:7]2[CH:14]=[CH:13][C:10]([CH2:11][NH2:12])=[CH:9][CH:8]=2)[CH:2]=1.[F:15][C:16]([F:42])([F:41])[C:17]1[CH:22]=[CH:21][C:20]([C:23]2[C:24]([C:29]([NH:31][C:32]3[CH:33]=[C:34]([C:38](O)=[O:39])[N:35]([CH3:37])[CH:36]=3)=[O:30])=[CH:25][CH:26]=[CH:27][CH:28]=2)=[CH:19][CH:18]=1.CN(C(ON1N=NC2C=CC=CC1=2)=[N+](C)C)C.[B-](F)(F)(F)F.C(N(C(C)C)C(C)C)C. The catalyst is CN(C)C=O.ClCCl.C(O)C. The product is [N:1]1[CH:6]=[CH:5][CH:4]=[C:3]([C:7]2[CH:14]=[CH:13][C:10]([CH2:11][NH:12][C:38]([C:34]3[N:35]([CH3:37])[CH:36]=[C:32]([NH:31][C:29]([C:24]4[C:23]([C:20]5[CH:19]=[CH:18][C:17]([C:16]([F:42])([F:15])[F:41])=[CH:22][CH:21]=5)=[CH:28][CH:27]=[CH:26][CH:25]=4)=[O:30])[CH:33]=3)=[O:39])=[CH:9][CH:8]=2)[CH:2]=1. The yield is 0.370. (2) The reactants are [OH:1][CH2:2][C:3]1[CH:8]=[CH:7][C:6]([OH:9])=[CH:5][CH:4]=1.C(=O)([O-])[O-].[K+].[K+].Br[CH2:17][CH:18]=[CH2:19]. The catalyst is CN(C=O)C. The product is [CH2:19]([O:9][C:6]1[CH:7]=[CH:8][C:3]([CH2:2][OH:1])=[CH:4][CH:5]=1)[CH:18]=[CH2:17]. The yield is 0.680. (3) The reactants are CCN(C(C)C)C(C)C.[CH3:10][C:11]1[N:16]=[C:15]([C:17]([OH:19])=O)[CH:14]=[CH:13][CH:12]=1.ClC(OCC(C)C)=O.Cl.[CH3:29][NH:30][O:31][CH3:32]. The catalyst is C(Cl)Cl. The product is [CH3:32][O:31][N:30]([CH3:29])[C:17]([C:15]1[CH:14]=[CH:13][CH:12]=[C:11]([CH3:10])[N:16]=1)=[O:19]. The yield is 0.910. (4) The reactants are CS(O[CH2:6][CH2:7][NH:8][C:9]1[C:13]([C:14]2[N:18]([C:19]3[CH:24]=[CH:23][CH:22]=[C:21]([C:25]([F:28])([F:27])[F:26])[CH:20]=3)[C:17](=[O:29])[O:16][N:15]=2)=[N:12][O:11][N:10]=1)(=O)=O.[N-:30]=[N+:31]=[N-:32].[Na+].O. The catalyst is CN(C)C=O. The product is [N:30]([CH2:6][CH2:7][NH:8][C:9]1[C:13]([C:14]2[N:18]([C:19]3[CH:24]=[CH:23][CH:22]=[C:21]([C:25]([F:28])([F:27])[F:26])[CH:20]=3)[C:17](=[O:29])[O:16][N:15]=2)=[N:12][O:11][N:10]=1)=[N+:31]=[N-:32]. The yield is 0.960. (5) The reactants are C[Mg]Br.CCO[CH2:7][CH3:8].[Cl:9][C:10]1[N:15]=C(Cl)[N:13]=[C:12]([Cl:17])[N:11]=1.C(Cl)Cl.[O-][Mn](=O)(=O)=O.[K+]. No catalyst specified. The product is [Cl:9][C:10]1[N:11]=[C:12]([Cl:17])[N:13]=[C:7]([CH3:8])[N:15]=1. The yield is 0.900. (6) The yield is 0.730. No catalyst specified. The reactants are Br[C:2]1[CH:9]=[CH:8][C:5]([C:6]#[N:7])=[CH:4][CH:3]=1.[C:10]1(B(O)O)[CH:15]=[CH:14][C:13](B(O)O)=[CH:12][CH:11]=1. The product is [C:6]([C:5]1[CH:8]=[CH:9][C:2]([C:10]2[CH:15]=[CH:14][C:13]([C:2]3[CH:9]=[CH:8][C:5]([C:6]#[N:7])=[CH:4][CH:3]=3)=[CH:12][CH:11]=2)=[CH:3][CH:4]=1)#[N:7]. (7) The reactants are [F:1][C:2]1[CH:3]=[C:4]([CH:6]=[C:7]([F:9])[CH:8]=1)N.N([O-])=O.[Na+].[SH:14][C:15](=[S:19])[O:16][CH2:17][CH3:18].[K]. The catalyst is Cl.O. The product is [CH2:17]([O:16][C:15]([S:19][C:4]1[CH:3]=[C:2]([F:1])[CH:8]=[C:7]([F:9])[CH:6]=1)=[S:14])[CH3:18]. The yield is 0.990. (8) The reactants are C1(P(C2C=CC=CC=2)C2C=CC=CC=2)C=CC=CC=1.[Br:20]C(Br)(Br)Br.O[CH:26]([C:28]1[O:29][C:30](=[O:45])[C:31]2[C:36]([C:37]=1[C:38]1[CH:39]=[C:40]([CH3:44])[CH:41]=[CH:42][CH:43]=1)=[CH:35][CH:34]=[CH:33][CH:32]=2)[CH3:27]. The catalyst is C(Cl)Cl. The product is [Br:20][CH:26]([C:28]1[O:29][C:30](=[O:45])[C:31]2[C:36]([C:37]=1[C:38]1[CH:39]=[C:40]([CH3:44])[CH:41]=[CH:42][CH:43]=1)=[CH:35][CH:34]=[CH:33][CH:32]=2)[CH3:27]. The yield is 0.183. (9) The reactants are NC1C=CC(P(=O)(OC(C)C)OC(C)C)=CC=1.[CH3:18][C:19]1([CH3:35])[CH2:24][O:23][P:22](=[O:34])([C:25]2[CH:30]=[CH:29][C:28]([N+:31]([O-])=O)=[CH:27][CH:26]=2)[O:21][CH2:20]1. No catalyst specified. The product is [CH3:18][C:19]1([CH3:35])[CH2:20][O:21][P:22]([C:25]2[CH:30]=[CH:29][C:28]([NH2:31])=[CH:27][CH:26]=2)(=[O:34])[O:23][CH2:24]1. The yield is 0.410. (10) The reactants are [CH2:1]([O:8][N:9](C(OC(C)(C)C)=O)[C@H:10]1[CH2:15][N:14]([C:16]([O:18][CH2:19][CH:20]2[C:32]3[CH:31]=[CH:30][CH:29]=[CH:28][C:27]=3[C:26]3[C:21]2=[CH:22][CH:23]=[CH:24][CH:25]=3)=[O:17])[CH:13]([C:33](=[O:35])[NH2:34])[C:12]([CH2:36][O:37][Si:38]([C:41]([CH3:44])([CH3:43])[CH3:42])([CH3:40])[CH3:39])=[CH:11]1)[C:2]1[CH:7]=[CH:6][CH:5]=[CH:4][CH:3]=1. The catalyst is C(Cl)Cl.[Br-].[Zn+2].[Br-]. The product is [CH2:1]([O:8][NH:9][C@H:10]1[CH2:15][N:14]([C:16]([O:18][CH2:19][CH:20]2[C:21]3[CH:22]=[CH:23][CH:24]=[CH:25][C:26]=3[C:27]3[C:32]2=[CH:31][CH:30]=[CH:29][CH:28]=3)=[O:17])[CH:13]([C:33](=[O:35])[NH2:34])[C:12]([CH2:36][O:37][Si:38]([C:41]([CH3:44])([CH3:43])[CH3:42])([CH3:39])[CH3:40])=[CH:11]1)[C:2]1[CH:7]=[CH:6][CH:5]=[CH:4][CH:3]=1. The yield is 0.950.